Predict the reaction yield, written as a fraction of the theoretical maximum amount of product (1.0 means a 100% yield; for example, 0.34 means a 34% yield). From a dataset of Reaction yield outcomes from USPTO patents with 853,638 reactions. (1) The reactants are [CH3:1][C:2]1[NH:6][C:5]2[CH:7]=[CH:8][CH:9]=[CH:10][C:4]=2[N:3]=1.[H-].[Na+].F[C:14]1[CH:19]=[CH:18][CH:17]=[CH:16][N:15]=1. The catalyst is CC(N(C)C)=O. The product is [CH3:1][C:2]1[N:6]([C:14]2[CH:19]=[CH:18][CH:17]=[CH:16][N:15]=2)[C:5]2[CH:7]=[CH:8][CH:9]=[CH:10][C:4]=2[N:3]=1. The yield is 0.710. (2) The reactants are Br[C:2]1[CH:9]=[CH:8][C:5]([NH:6][CH3:7])=[CH:4][CH:3]=1.[CH:10]1(B(O)O)[CH2:12][CH2:11]1.[O-]P([O-])([O-])=O.[K+].[K+].[K+]. The catalyst is C1(C)C=CC=CC=1.O.CC([O-])=O.CC([O-])=O.[Pd+2]. The product is [CH:10]1([C:2]2[CH:9]=[CH:8][C:5]([NH:6][CH3:7])=[CH:4][CH:3]=2)[CH2:12][CH2:11]1. The yield is 0.680. (3) The reactants are [NH2:1][C:2]1[CH:18]=[CH:17][CH:16]=[C:15]([S:19][C:20]2[CH:25]=[CH:24][C:23]([N+:26]([O-:28])=[O:27])=[CH:22][CH:21]=2)[C:3]=1[C:4]([NH:6][C:7]1[CH:12]=[CH:11][CH:10]=[CH:9][C:8]=1[O:13][CH3:14])=[O:5].[ClH:29]. The catalyst is CC(=O)OCC. The product is [ClH:29].[NH2:1][C:2]1[CH:18]=[CH:17][CH:16]=[C:15]([S:19][C:20]2[CH:21]=[CH:22][C:23]([N+:26]([O-:28])=[O:27])=[CH:24][CH:25]=2)[C:3]=1[C:4]([NH:6][C:7]1[CH:12]=[CH:11][CH:10]=[CH:9][C:8]=1[O:13][CH3:14])=[O:5]. The yield is 0.942.